Dataset: Forward reaction prediction with 1.9M reactions from USPTO patents (1976-2016). Task: Predict the product of the given reaction. (1) Given the reactants C(NC(C)C)(C)C.[Li]CCCC.[F:13][C:14]1[CH:15]=[CH:16][CH:17]=[C:18]2[C:22]=1[N:21]([CH3:23])[C:20](=[O:24])[C:19]2([CH3:26])[CH3:25].[CH3:27][Si:28](Cl)([CH3:30])[CH3:29], predict the reaction product. The product is: [F:13][C:14]1[C:15]([Si:28]([CH3:30])([CH3:29])[CH3:27])=[CH:16][CH:17]=[C:18]2[C:22]=1[N:21]([CH3:23])[C:20](=[O:24])[C:19]2([CH3:26])[CH3:25]. (2) Given the reactants [CH3:1][C:2]1[CH:3]=[N:4][NH:5][CH:6]=1.Br[C:8]1[CH:9]=[N:10][C:11]([NH2:14])=[N:12][CH:13]=1.CNC1CCCCC1NC.C(=O)([O-])[O-].[K+].[K+], predict the reaction product. The product is: [CH3:1][C:2]1[CH:3]=[N:4][N:5]([C:8]2[CH:9]=[N:10][C:11]([NH2:14])=[N:12][CH:13]=2)[CH:6]=1. (3) Given the reactants [Mn]([O-])(=O)(=O)=O.[K+].[Br:7][C:8]1[CH:9]=[C:10]([CH:20]=[O:21])[N:11]([C:13]2[CH:18]=[CH:17][N:16]=[CH:15][C:14]=2[Cl:19])[CH:12]=1.CC(C)=[O:24].[OH-].[Na+], predict the reaction product. The product is: [Br:7][C:8]1[CH:9]=[C:10]([C:20]([OH:24])=[O:21])[N:11]([C:13]2[CH:18]=[CH:17][N:16]=[CH:15][C:14]=2[Cl:19])[CH:12]=1.